This data is from Forward reaction prediction with 1.9M reactions from USPTO patents (1976-2016). The task is: Predict the product of the given reaction. (1) The product is: [Si:1]([O:8][C:9]([CH3:33])([CH3:32])[C@H:10]([N:20]1[C:21]2[C:30]3[CH:29]=[CH:28][CH:27]=[CH:26][C:25]=3[N:24]=[CH:23][C:22]=2[N:31]=[C:37]1[CH2:36][Cl:35])[CH2:11][O:12][Si:13]([C:16]([CH3:19])([CH3:18])[CH3:17])([CH3:15])[CH3:14])([C:4]([CH3:5])([CH3:6])[CH3:7])([CH3:3])[CH3:2]. Given the reactants [Si:1]([O:8][C:9]([CH3:33])([CH3:32])[C@H:10]([NH:20][C:21]1[C:30]2[C:25](=[CH:26][CH:27]=[CH:28][CH:29]=2)[N:24]=[CH:23][C:22]=1[NH2:31])[CH2:11][O:12][Si:13]([C:16]([CH3:19])([CH3:18])[CH3:17])([CH3:15])[CH3:14])([C:4]([CH3:7])([CH3:6])[CH3:5])([CH3:3])[CH3:2].Cl.[Cl:35][CH2:36][C:37](=N)OCC, predict the reaction product. (2) The product is: [CH2:20]([O:22][CH:23]([O:26][CH2:27][CH3:28])[CH:24]([C:2]1[CH:3]=[CH:4][CH:5]=[CH:6][N:1]=1)[CH:17]([CH:18]1[CH2:31][CH2:30][CH2:29][CH2:33][CH2:19]1)[CH3:16])[CH3:21]. Given the reactants [N:1]1[CH:6]=[CH:5][CH:4]=[CH:3][C:2]=1C(C1CCCCC1)C.[Li+].[CH3:16][CH2:17][CH2:18][CH2-:19].[CH2:20]([O:22][CH:23]([O:26][CH2:27][CH3:28])[CH2:24]Br)[CH3:21].[CH2:29]1[CH2:33]O[CH2:31][CH2:30]1, predict the reaction product.